From a dataset of Full USPTO retrosynthesis dataset with 1.9M reactions from patents (1976-2016). Predict the reactants needed to synthesize the given product. (1) Given the product [CH3:28][S:27][C:24]1[N:25]=[CH:26][C:15]2[C:14](=[O:29])[N:13]([C:9]3[CH:10]=[CH:11][CH:12]=[C:7]([C:5]4[O:6][C:2]([S:1][CH3:30])=[N:3][N:4]=4)[CH:8]=3)[CH2:22][C@H:21]3[N:17]([CH2:18][CH2:19][CH2:20]3)[C:16]=2[N:23]=1, predict the reactants needed to synthesize it. The reactants are: [SH:1][C:2]1[O:6][C:5]([C:7]2[CH:8]=[C:9]([N:13]3[CH2:22][C@H:21]4[N:17]([CH2:18][CH2:19][CH2:20]4)[C:16]4[N:23]=[C:24]([S:27][CH3:28])[N:25]=[CH:26][C:15]=4[C:14]3=[O:29])[CH:10]=[CH:11][CH:12]=2)=[N:4][N:3]=1.[C:30](=O)([O-])[O-].[K+].[K+].CI.O. (2) Given the product [C:31]([S:33][CH:16]([CH2:17][NH:18][C:19]([O:21][C:22]([CH3:23])([CH3:24])[CH3:25])=[O:20])[CH2:15][CH2:14][CH:9]([NH:8][C:6]([O:5][C:1]([CH3:2])([CH3:3])[CH3:4])=[O:7])[C:10]([O:12][CH3:13])=[O:11])(=[O:34])[CH3:32], predict the reactants needed to synthesize it. The reactants are: [C:1]([O:5][C:6]([NH:8][CH:9]([CH2:14][CH2:15][CH:16](OS(C)(=O)=O)[CH2:17][NH:18][C:19]([O:21][C:22]([CH3:25])([CH3:24])[CH3:23])=[O:20])[C:10]([O:12][CH3:13])=[O:11])=[O:7])([CH3:4])([CH3:3])[CH3:2].[C:31]([O-:34])(=[S:33])[CH3:32].[K+].O. (3) Given the product [Br:26][C:27]1[CH:32]=[CH:31][C:30]([CH:33]2[CH2:34][C:2](=[O:3])[CH2:1]2)=[CH:29][CH:28]=1, predict the reactants needed to synthesize it. The reactants are: [CH3:1][C:2](N(C)C)=[O:3].ClC(Cl)C.S(OS(C(F)(F)F)(=O)=O)(C(F)(F)F)(=O)=O.[Br:26][C:27]1[CH:32]=[CH:31][C:30]([CH:33]=[CH2:34])=[CH:29][CH:28]=1.N1C(C)=CC(C)=CC=1C. (4) Given the product [NH2:22][C:8]1[N:7]=[C:6]([O:5][CH2:1][CH2:2][CH2:3][CH3:4])[N:14]=[C:13]2[C:9]=1[NH:10][C:11](=[O:20])[N:12]2[CH2:15][CH2:16][CH2:17][CH2:18][N:30]1[CH2:31][CH2:32][N:27]([CH2:26][CH:23]2[CH2:25][CH2:24]2)[CH2:28][CH2:29]1, predict the reactants needed to synthesize it. The reactants are: [CH2:1]([O:5][C:6]1[N:14]=[C:13]2[C:9]([N:10]=[C:11]([O:20]C)[N:12]2[CH2:15][CH2:16][CH2:17][CH2:18]Cl)=[C:8]([NH2:22])[N:7]=1)[CH2:2][CH2:3][CH3:4].[CH:23]1([CH2:26][N:27]2[CH2:32][CH2:31][NH:30][CH2:29][CH2:28]2)[CH2:25][CH2:24]1.